From a dataset of NCI-60 drug combinations with 297,098 pairs across 59 cell lines. Regression. Given two drug SMILES strings and cell line genomic features, predict the synergy score measuring deviation from expected non-interaction effect. (1) Drug 1: C1=NC2=C(N1)C(=S)N=C(N2)N. Synergy scores: CSS=50.0, Synergy_ZIP=-5.32, Synergy_Bliss=-11.0, Synergy_Loewe=-10.8, Synergy_HSA=-9.11. Cell line: K-562. Drug 2: CC1C(C(CC(O1)OC2CC(CC3=C2C(=C4C(=C3O)C(=O)C5=CC=CC=C5C4=O)O)(C(=O)C)O)N)O. (2) Drug 1: C1=NC2=C(N=C(N=C2N1C3C(C(C(O3)CO)O)F)Cl)N. Cell line: SF-295. Drug 2: CCN(CC)CCCC(C)NC1=C2C=C(C=CC2=NC3=C1C=CC(=C3)Cl)OC. Synergy scores: CSS=2.94, Synergy_ZIP=-1.52, Synergy_Bliss=-2.39, Synergy_Loewe=-5.22, Synergy_HSA=-2.42. (3) Drug 1: CC(C1=C(C=CC(=C1Cl)F)Cl)OC2=C(N=CC(=C2)C3=CN(N=C3)C4CCNCC4)N. Drug 2: CC(C)CN1C=NC2=C1C3=CC=CC=C3N=C2N. Cell line: CCRF-CEM. Synergy scores: CSS=45.0, Synergy_ZIP=4.18, Synergy_Bliss=-0.121, Synergy_Loewe=-17.3, Synergy_HSA=-1.43.